This data is from Forward reaction prediction with 1.9M reactions from USPTO patents (1976-2016). The task is: Predict the product of the given reaction. (1) Given the reactants [Cl:1][C:2]1[CH:3]=[C:4]([CH:9]2[CH2:13][CH2:12][CH2:11][NH:10]2)[CH:5]=[CH:6][C:7]=1[Cl:8].Cl.[CH2:15]=O.O.[CH3:18][C:19]([CH3:21])=[O:20], predict the reaction product. The product is: [Cl:1][C:2]1[CH:3]=[C:4]([CH:9]2[CH2:13][CH2:12][CH2:11][N:10]2[CH2:15][CH2:18][C:19](=[O:20])[CH3:21])[CH:5]=[CH:6][C:7]=1[Cl:8]. (2) Given the reactants [C:1]([C:3]1[C:4]([N:17]2[CH2:20][CH:19]([C:21](O)=[O:22])[CH2:18]2)=[N:5][C:6]([O:14][CH2:15][CH3:16])=[C:7]([C:9]([O:11][CH2:12][CH3:13])=[O:10])[CH:8]=1)#[N:2].[C:24]1([CH2:30][S:31]([NH2:34])(=[O:33])=[O:32])[CH:29]=[CH:28][CH:27]=[CH:26][CH:25]=1.C1CN([P+](Br)(N2CCCC2)N2CCCC2)CC1.F[P-](F)(F)(F)(F)F, predict the reaction product. The product is: [CH2:12]([O:11][C:9](=[O:10])[C:7]1[CH:8]=[C:3]([C:1]#[N:2])[C:4]([N:17]2[CH2:20][CH:19]([C:21](=[O:22])[NH:34][S:31]([CH2:30][C:24]3[CH:25]=[CH:26][CH:27]=[CH:28][CH:29]=3)(=[O:32])=[O:33])[CH2:18]2)=[N:5][C:6]=1[O:14][CH2:15][CH3:16])[CH3:13].